This data is from Forward reaction prediction with 1.9M reactions from USPTO patents (1976-2016). The task is: Predict the product of the given reaction. (1) Given the reactants [CH3:1][NH:2][CH:3]1[CH2:11][CH2:10][C:9]2[N:5]([C:6]3[CH:15]=[CH:14][CH:13]=[N:12][C:7]=3[CH:8]=2)[CH2:4]1.C(N(CC)CC)C.[F:23][C:24]1[CH:29]=[CH:28][C:27]([S:30](Cl)(=[O:32])=[O:31])=[CH:26][CH:25]=1, predict the reaction product. The product is: [F:23][C:24]1[CH:29]=[CH:28][C:27]([S:30]([N:2]([CH3:1])[CH:3]2[CH2:11][CH2:10][C:9]3[N:5]([C:6]4[CH:15]=[CH:14][CH:13]=[N:12][C:7]=4[CH:8]=3)[CH2:4]2)(=[O:32])=[O:31])=[CH:26][CH:25]=1. (2) Given the reactants Cl[C:2]1[N:3]=[C:4]([NH:11][CH2:12][C:13]([F:16])([F:15])[F:14])[C:5]2[O:10][CH:9]=[CH:8][C:6]=2[N:7]=1.[CH3:17][Si:18]([CH3:34])([CH3:33])[CH2:19][CH2:20][O:21][CH2:22][N:23]1[C:31]2[C:26](=[CH:27][CH:28]=[C:29]([NH2:32])[CH:30]=2)[CH:25]=[N:24]1.CC(OC1C=CC=C(OC(C)C)C=1C1C(P(C2CCCCC2)C2CCCCC2)=CC=CC=1)C.C([O-])([O-])=O.[K+].[K+], predict the reaction product. The product is: [F:14][C:13]([F:16])([F:15])[CH2:12][NH:11][C:4]1[C:5]2[O:10][CH:9]=[CH:8][C:6]=2[N:7]=[C:2]([NH:32][C:29]2[CH:30]=[C:31]3[C:26]([CH:25]=[N:24][N:23]3[CH2:22][O:21][CH2:20][CH2:19][Si:18]([CH3:34])([CH3:33])[CH3:17])=[CH:27][CH:28]=2)[N:3]=1.